Task: Predict the product of the given reaction.. Dataset: Forward reaction prediction with 1.9M reactions from USPTO patents (1976-2016) Given the reactants Cl.[C:2]1([CH2:8][N:9]2[CH2:16][CH2:15][CH2:14][C@H:10]2[C:11]([OH:13])=O)[CH:7]=[CH:6][CH:5]=[CH:4][CH:3]=1.[CH:17]1[CH:18]=CC2N(O)N=[N:23][C:21]=2[CH:22]=1.[CH3:27]N1CCOCC1.N1CCCCC1.CCN=C=NCCCN(C)C.Cl, predict the reaction product. The product is: [C:2]1([CH2:8][N:9]2[CH2:16][CH2:15][CH2:14][CH2:27][C@H:10]2[C:11]([N:23]2[CH2:18][CH2:17][CH2:22][CH2:21]2)=[O:13])[CH:3]=[CH:4][CH:5]=[CH:6][CH:7]=1.